Dataset: Forward reaction prediction with 1.9M reactions from USPTO patents (1976-2016). Task: Predict the product of the given reaction. (1) Given the reactants [F:1][C:2]([F:25])([C:21]([F:24])([F:23])[F:22])[C:3]([F:20])([F:19])[C:4]([F:18])([F:17])[CH2:5][CH2:6][CH2:7][CH2:8][CH2:9][CH2:10][CH2:11][CH2:12][CH2:13][CH2:14][CH2:15]O.[BrH:26].S(=O)(=O)(O)O, predict the reaction product. The product is: [Br:26][CH:5]([C:4]([F:18])([F:17])[C:3]([F:20])([F:19])[C:2]([F:25])([F:1])[C:21]([F:24])([F:23])[F:22])[CH2:6][CH2:7][CH2:8][CH2:9][CH2:10][CH2:11][CH2:12][CH2:13][CH2:14][CH3:15]. (2) Given the reactants [O-2].[O-2].[O-2].[O-2].[O-2].[V+5:6].[V+5].[C:8]([OH:13])(=[O:12])[C:9]([OH:11])=[O:10], predict the reaction product. The product is: [C:8]([O-:13])(=[O:12])[C:9]([O-:11])=[O:10].[V+5:6].[C:8]([O-:13])(=[O:12])[C:9]([O-:11])=[O:10].[C:8]([O-:13])(=[O:12])[C:9]([O-:11])=[O:10].[C:8]([O-:13])(=[O:12])[C:9]([O-:11])=[O:10].[C:8]([O-:13])(=[O:12])[C:9]([O-:11])=[O:10].[V+5:6]. (3) Given the reactants [C:1]([C:3]1([C:6]([OH:8])=O)[CH2:5][CH2:4]1)#[N:2].C(Cl)(=O)C(Cl)=O.Cl.[NH2:16][C@H:17]([NH:19][C:20](=[O:47])[C:21]1[CH:26]=[CH:25][C:24](/[CH:27]=[CH:28]/[CH:29]([C:34]2[CH:39]=[C:38]([Cl:40])[C:37]([Cl:41])=[C:36]([Cl:42])[CH:35]=2)[C:30]([F:33])([F:32])[F:31])=[CH:23][C:22]=1[C:43]([F:46])([F:45])[F:44])[CH3:18].CN1CCOCC1, predict the reaction product. The product is: [C:1]([C:3]1([C:6]([NH:16][C@H:17]([NH:19][C:20](=[O:47])[C:21]2[CH:26]=[CH:25][C:24](/[CH:27]=[CH:28]/[CH:29]([C:34]3[CH:39]=[C:38]([Cl:40])[C:37]([Cl:41])=[C:36]([Cl:42])[CH:35]=3)[C:30]([F:33])([F:31])[F:32])=[CH:23][C:22]=2[C:43]([F:46])([F:45])[F:44])[CH3:18])=[O:8])[CH2:5][CH2:4]1)#[N:2]. (4) Given the reactants [OH:1][CH2:2][C:3]1[CH:8]=[CH:7][C:6]([N:9]2[CH2:14][CH2:13][CH:12]([NH:15][C:16](=[O:23])[C:17]3[CH:22]=[CH:21][CH:20]=[CH:19][CH:18]=3)[CH2:11][CH2:10]2)=[CH:5][CH:4]=1.C[N+]1([O-])CCOCC1, predict the reaction product. The product is: [CH:2]([C:3]1[CH:4]=[CH:5][C:6]([N:9]2[CH2:10][CH2:11][CH:12]([NH:15][C:16](=[O:23])[C:17]3[CH:18]=[CH:19][CH:20]=[CH:21][CH:22]=3)[CH2:13][CH2:14]2)=[CH:7][CH:8]=1)=[O:1]. (5) Given the reactants Br[C:2]1[N:10]=[CH:9][N:8]=[C:7]2[C:3]=1[N:4]=[CH:5][N:6]2[CH:11]1[CH2:16][CH2:15][CH2:14][CH2:13][O:12]1.[F:17][C:18]1[C:23](B(O)O)=[CH:22][CH:21]=[CH:20][N:19]=1.C([O-])(=O)C.[K+].C(O)CCC, predict the reaction product. The product is: [F:17][C:18]1[C:23]([C:2]2[N:10]=[CH:9][N:8]=[C:7]3[C:3]=2[N:4]=[CH:5][N:6]3[CH:11]2[CH2:16][CH2:15][CH2:14][CH2:13][O:12]2)=[CH:22][CH:21]=[CH:20][N:19]=1. (6) Given the reactants [NH2:1][C:2]([NH:4][C:5]1[C:6]([C:17]([NH2:19])=[O:18])=[N:7][N:8]([C:10]2[CH:15]=[CH:14][C:13](I)=[CH:12][CH:11]=2)[CH:9]=1)=[O:3].[SH:20][C:21]1[CH:26]=[CH:25][CH:24]=[CH:23][N:22]=1.C([O-])([O-])=O.[Cs+].[Cs+], predict the reaction product. The product is: [C:17]([C:6]1[C:5]([NH:4][C:2]([NH2:1])=[O:3])=[CH:9][N:8]([C:10]2[CH:15]=[CH:14][C:13]([S:20][C:21]3[CH:26]=[CH:25][CH:24]=[CH:23][N:22]=3)=[CH:12][CH:11]=2)[N:7]=1)(=[O:18])[NH2:19]. (7) Given the reactants [CH2:1]([C:3]1[C:8]2[C:9]3[CH:15]=[CH:14][CH:13]=[N:12][C:10]=3[NH:11][C:7]=2[CH:6]=[N:5][C:4]=1[C:16]#[N:17])[CH3:2].C1C(=O)N([Br:25])C(=O)C1, predict the reaction product. The product is: [Br:25][C:14]1[CH:13]=[N:12][C:10]2[NH:11][C:7]3[CH:6]=[N:5][C:4]([C:16]#[N:17])=[C:3]([CH2:1][CH3:2])[C:8]=3[C:9]=2[CH:15]=1.